From a dataset of Full USPTO retrosynthesis dataset with 1.9M reactions from patents (1976-2016). Predict the reactants needed to synthesize the given product. (1) Given the product [C:8]([O:12][C:13](=[O:21])/[CH:14]=[CH:15]/[C:16]1[CH:20]=[CH:19][N:18]([S:29]([C:26]2[CH:27]=[CH:28][C:23]([Br:22])=[CH:24][CH:25]=2)(=[O:31])=[O:30])[CH:17]=1)([CH3:11])([CH3:9])[CH3:10], predict the reactants needed to synthesize it. The reactants are: [H-].[Na+].C1COCC1.[C:8]([O:12][C:13](=[O:21])/[CH:14]=[CH:15]/[C:16]1[CH:20]=[CH:19][NH:18][CH:17]=1)([CH3:11])([CH3:10])[CH3:9].[Br:22][C:23]1[CH:28]=[CH:27][C:26]([S:29](Cl)(=[O:31])=[O:30])=[CH:25][CH:24]=1. (2) Given the product [Br:5][C:6]1[CH:7]=[C:8]2[C:13](=[CH:14][CH:15]=1)[CH:12]=[C:11]([S:16]([Cl:3])(=[O:19])=[O:17])[CH:10]=[CH:9]2, predict the reactants needed to synthesize it. The reactants are: S(Cl)([Cl:3])=O.[Br:5][C:6]1[CH:7]=[C:8]2[C:13](=[CH:14][CH:15]=1)[CH:12]=[C:11]([S:16]([OH:19])(=O)=[O:17])[CH:10]=[CH:9]2. (3) Given the product [CH3:1][O:2][C:3]1[CH:12]=[C:11]2[C:6]([CH2:7][CH2:8][CH2:9][N:10]2[C:14]2[C:15](=[O:28])[NH:16][C:17]3[C:22]([N:23]=2)=[CH:21][C:20]([C:24]([O:26][CH3:27])=[O:25])=[CH:19][CH:18]=3)=[CH:5][CH:4]=1, predict the reactants needed to synthesize it. The reactants are: [CH3:1][O:2][C:3]1[CH:12]=[C:11]2[C:6]([CH2:7][CH2:8][CH2:9][NH:10]2)=[CH:5][CH:4]=1.Cl[C:14]1[C:15](=[O:28])[NH:16][C:17]2[C:22]([N:23]=1)=[CH:21][C:20]([C:24]([O:26][CH3:27])=[O:25])=[CH:19][CH:18]=2. (4) Given the product [CH:4]([S:7][C:9]1[C:14]([CH2:15][CH3:16])=[N:13][C:12]([C:17]2[CH:22]=[CH:21][C:20]([O:23][CH3:24])=[CH:19][C:18]=2[O:25][CH3:26])=[C:11]([CH2:27][CH3:28])[N:10]=1)([CH2:5][CH3:6])[CH3:3], predict the reactants needed to synthesize it. The reactants are: [H-].[Na+].[CH3:3][CH:4]([SH:7])[CH2:5][CH3:6].Cl[C:9]1[C:14]([CH2:15][CH3:16])=[N:13][C:12]([C:17]2[CH:22]=[CH:21][C:20]([O:23][CH3:24])=[CH:19][C:18]=2[O:25][CH3:26])=[C:11]([CH2:27][CH3:28])[N:10]=1. (5) The reactants are: [Cl:1][C:2]1[CH:3]=[C:4]([C:12]2[O:16][N:15]=[C:14]([C:17]3[CH:25]=[CH:24][CH:23]=[C:22]4[C:18]=3[CH:19]=[CH:20][N:21]4[CH2:26][CH2:27][C:28]([O:30]CC)=[O:29])[N:13]=2)[CH:5]=[N:6][C:7]=1[O:8][CH:9]([CH3:11])[CH3:10].O.[OH-].[Na+]. Given the product [Cl:1][C:2]1[CH:3]=[C:4]([C:12]2[O:16][N:15]=[C:14]([C:17]3[CH:25]=[CH:24][CH:23]=[C:22]4[C:18]=3[CH:19]=[CH:20][N:21]4[CH2:26][CH2:27][C:28]([OH:30])=[O:29])[N:13]=2)[CH:5]=[N:6][C:7]=1[O:8][CH:9]([CH3:10])[CH3:11], predict the reactants needed to synthesize it. (6) Given the product [F:1][C:2]([F:36])([F:35])[C:3]1[CH:4]=[C:5]([C:13]([CH3:34])([CH3:33])[C:14]([N:16]([CH3:17])[C:18]2[C:23]([C:24]3[CH:29]=[CH:28][C:27]([F:30])=[CH:26][C:25]=3[CH3:31])=[CH:22][C:21]([C:52]#[C:51][CH2:50][C@H:45]([NH:44][C:42]([O:41][C:38]([CH3:40])([CH3:39])[CH3:37])=[O:43])[C:46]([O:48][CH3:49])=[O:47])=[N:20][CH:19]=2)=[O:15])[CH:6]=[C:7]([C:9]([F:12])([F:11])[F:10])[CH:8]=1, predict the reactants needed to synthesize it. The reactants are: [F:1][C:2]([F:36])([F:35])[C:3]1[CH:4]=[C:5]([C:13]([CH3:34])([CH3:33])[C:14]([N:16]([C:18]2[CH:19]=[N:20][C:21](Cl)=[CH:22][C:23]=2[C:24]2[CH:29]=[CH:28][C:27]([F:30])=[CH:26][C:25]=2[CH3:31])[CH3:17])=[O:15])[CH:6]=[C:7]([C:9]([F:12])([F:11])[F:10])[CH:8]=1.[CH3:37][C:38]([O:41][C:42]([NH:44][C@@H:45]([CH2:50][C:51]#[CH:52])[C:46]([O:48][CH3:49])=[O:47])=[O:43])([CH3:40])[CH3:39].C1(P(C2C=CC=CC=2)C2C=CC=CC=2)C=CC=CC=1.C(NC(C)C)(C)C.